This data is from Reaction yield outcomes from USPTO patents with 853,638 reactions. The task is: Predict the reaction yield, written as a fraction of the theoretical maximum amount of product (1.0 means a 100% yield; for example, 0.34 means a 34% yield). (1) The reactants are O([C:9]1[C:10]([N+:18]([O-:20])=[O:19])=[C:11]2[C:15](=[CH:16][CH:17]=1)[CH2:14][CH2:13][CH2:12]2)S(C(F)(F)F)(=O)=O.[NH2:21][C:22]1[CH:23]=[C:24]([CH:27]=[CH:28][CH:29]=1)[C:25]#[N:26].C(=O)([O-])[O-].[K+].[K+].C1(P(C2C=CC=CC=2)C2C=CC=CC=2)C=CC=CC=1. The catalyst is C1C=CC([P]([Pd]([P](C2C=CC=CC=2)(C2C=CC=CC=2)C2C=CC=CC=2)([P](C2C=CC=CC=2)(C2C=CC=CC=2)C2C=CC=CC=2)[P](C2C=CC=CC=2)(C2C=CC=CC=2)C2C=CC=CC=2)(C2C=CC=CC=2)C2C=CC=CC=2)=CC=1.C1(C)C=CC=CC=1. The product is [N+:18]([C:10]1[C:9]([NH:21][C:22]2[CH:23]=[C:24]([CH:27]=[CH:28][CH:29]=2)[C:25]#[N:26])=[CH:17][CH:16]=[C:15]2[C:11]=1[CH2:12][CH2:13][CH2:14]2)([O-:20])=[O:19]. The yield is 0.300. (2) The reactants are [CH2:1]([C:3]1[CH:25]=[CH:24][CH:23]=[CH:22][C:4]=1[NH:5][C:6]1[C:15]2[C:10](=[CH:11][C:12]([OH:18])=[C:13]([O:16][CH3:17])[CH:14]=2)[N:9]=[CH:8][C:7]=1[C:19]([NH2:21])=[O:20])[CH3:2].C([O-])([O-])=O.[Cs+].[Cs+].Br[CH2:33][CH2:34][O:35][CH3:36]. The catalyst is CN(C=O)C. The product is [CH2:1]([C:3]1[CH:25]=[CH:24][CH:23]=[CH:22][C:4]=1[NH:5][C:6]1[C:15]2[C:10](=[CH:11][C:12]([O:18][CH2:33][CH2:34][O:35][CH3:36])=[C:13]([O:16][CH3:17])[CH:14]=2)[N:9]=[CH:8][C:7]=1[C:19]([NH2:21])=[O:20])[CH3:2]. The yield is 0.180. (3) The reactants are C(OC([NH:8][CH2:9][CH2:10][CH2:11][C:12]([CH2:27][CH2:28][CH2:29][NH:30]C(OC(C)(C)C)=O)([CH2:16][CH2:17][CH2:18][NH:19]C(OC(C)(C)C)=O)[N+:13]([O-:15])=[O:14])=O)(C)(C)C.[F:38][C:39]([F:44])([F:43])[C:40]([OH:42])=[O:41]. The catalyst is ClCCl. The product is [F:38][C:39]([F:44])([F:43])[C:40]([OH:42])=[O:41].[NH2:8][CH2:9][CH2:10][CH2:11][C:12]([CH2:27][CH2:28][CH2:29][NH2:30])([CH2:16][CH2:17][CH2:18][NH2:19])[N+:13]([O-:15])=[O:14]. The yield is 1.00. (4) The reactants are [OH:1][C:2]1[CH:20]=[CH:19][C:5]([C:6]2[C:15](=[O:16])[C:14]3[C:9](=[CH:10][C:11]([OH:18])=[CH:12][C:13]=3[CH3:17])[O:8][CH:7]=2)=[CH:4][CH:3]=1.[C:21](OC(=O)C)(=[O:23])[CH3:22].[CH3:28][C:29](CC(O)=O)=[O:30]. The catalyst is N1C=CC=CC=1. The product is [C:21]([O:1][C:2]1[CH:3]=[CH:4][C:5]([C:6]2[C:15](=[O:16])[C:14]3[C:9](=[CH:10][C:11]([O:18][C:29](=[O:30])[CH3:28])=[CH:12][C:13]=3[CH3:17])[O:8][CH:7]=2)=[CH:19][CH:20]=1)(=[O:23])[CH3:22]. The yield is 0.910. (5) The reactants are Cl[C:2]1[C:11]2[C:6](=[CH:7][CH:8]=[C:9](I)[CH:10]=2)[N:5]=[CH:4][N:3]=1.[NH:13]1[C:22]2[C:17](=[CH:18][CH:19]=[CH:20][CH:21]=2)[CH2:16][CH2:15][CH2:14]1.C(N(CC)CC)C.[N:30]1[C:39]2[C:34](=[CH:35][CH:36]=[CH:37][CH:38]=2)C=[N:32][CH:31]=1. The catalyst is O1CCOCC1. The product is [N:13]1([C:2]2[C:11]3[C:6](=[CH:7][CH:8]=[C:9]([C:37]4[CH:36]=[C:35]5[CH:34]=[CH:39][NH:30][C:31]5=[N:32][CH:38]=4)[CH:10]=3)[N:5]=[CH:4][N:3]=2)[C:22]2[C:17](=[CH:18][CH:19]=[CH:20][CH:21]=2)[CH2:16][CH2:15][CH2:14]1. The yield is 0.430. (6) The reactants are CC1(C)C2C=CC=C(P(C3C=CC=CC=3)C3C=CC=CC=3)C=2OC2C1=CC=CC=2P(C1C=CC=CC=1)C1C=CC=CC=1.Br[C:44]1[CH:45]=[CH:46][CH:47]=[C:48]2[C:53]=1[CH:52]=[N:51][C:50]([NH:54][C:55]1[N:56]=[CH:57][C:58]([C:61]#[N:62])=[N:59][CH:60]=1)=[CH:49]2.C(=[NH:76])(C1C=CC=CC=1)C1C=CC=CC=1.C(=O)([O-])[O-].[Cs+].[Cs+].Cl. The catalyst is C1(C)C=CC=CC=1.CN(C=O)C.C1COCC1.C1C=CC(/C=C/C(/C=C/C2C=CC=CC=2)=O)=CC=1.C1C=CC(/C=C/C(/C=C/C2C=CC=CC=2)=O)=CC=1.C1C=CC(/C=C/C(/C=C/C2C=CC=CC=2)=O)=CC=1.[Pd].[Pd]. The product is [NH2:76][C:44]1[CH:45]=[CH:46][CH:47]=[C:48]2[C:53]=1[CH:52]=[N:51][C:50]([NH:54][C:55]1[N:56]=[CH:57][C:58]([C:61]#[N:62])=[N:59][CH:60]=1)=[CH:49]2. The yield is 0.110.